Dataset: Reaction yield outcomes from USPTO patents with 853,638 reactions. Task: Predict the reaction yield, written as a fraction of the theoretical maximum amount of product (1.0 means a 100% yield; for example, 0.34 means a 34% yield). (1) The reactants are Br[C:2]1[CH:3]=[CH:4][C:5]2[C:9]3[CH:10]=[CH:11][C:12](Br)=[CH:13][C:8]=3[S:7](=[O:16])(=[O:15])[C:6]=2[CH:17]=1.[N:18]12[CH2:25][CH2:24][CH:21]([CH2:22][CH2:23]1)[C@@H:20]([OH:26])[CH2:19]2.N1C2C(=CC=C3C=2N=CC=C3)C=CC=1.C(=O)([O-])[O-].[Cs+].[Cs+]. The catalyst is C1(C)C=CC=CC=1.[Cu]I. The product is [O:15]=[S:7]1(=[O:16])[C:6]2[CH:17]=[CH:2][CH:3]=[CH:4][C:5]=2[C:9]2[CH:10]=[CH:11][C:12]([O:26][C@@H:20]3[CH:21]4[CH2:24][CH2:25][N:18]([CH2:23][CH2:22]4)[CH2:19]3)=[CH:13][C:8]1=2. The yield is 0.380. (2) The reactants are [N:1]([C@@H:4]([CH3:19])[CH2:5][N:6]1[C:10]2=[C:11]3[C:16](=[CH:17][CH:18]=[C:9]2[CH:8]=[CH:7]1)[N:15]=[CH:14][CH:13]=[CH:12]3)=[N+]=[N-].C(O)C.[OH-].[Na+].[C:25](O[C:25]([O:27][C:28]([CH3:31])([CH3:30])[CH3:29])=[O:26])([O:27][C:28]([CH3:31])([CH3:30])[CH3:29])=[O:26]. The catalyst is [Pt](=O)=O.O.CC(O)(C)C. The product is [C:28]([O:27][C:25]([NH:1][C@@H:4]([CH3:19])[CH2:5][N:6]1[C:10]2=[C:11]3[C:16](=[CH:17][CH:18]=[C:9]2[CH:8]=[CH:7]1)[N:15]=[CH:14][CH:13]=[CH:12]3)=[O:26])([CH3:31])([CH3:30])[CH3:29]. The yield is 0.530. (3) The yield is 0.100. The product is [CH3:17][O:18][C:19]1[CH:20]=[CH:21][C:22]([O:27][C:2]2[CH:11]=[CH:10][N:9]=[C:8]3[C:3]=2[C:4]2[CH:16]=[CH:15][CH:14]=[CH:13][C:5]=2[C:6](=[O:12])[NH:7]3)=[CH:23][CH:24]=1. The reactants are Cl[C:2]1[CH:11]=[CH:10][N:9]=[C:8]2[C:3]=1[C:4]1[CH:16]=[CH:15][CH:14]=[CH:13][C:5]=1[C:6](=[O:12])[NH:7]2.[CH3:17][O:18][C:19]1[CH:20]=[C:21](O)[CH:22]=[CH:23][CH:24]=1.C(=O)([O-])[O-:27].[K+].[K+]. The catalyst is CN(C=O)C.O. (4) The reactants are [CH3:1][C:2]([O:5][C:6]([N:8]1[CH2:11][CH2:10][C@H:9]1[C:12]([OH:14])=O)=[O:7])([CH3:4])[CH3:3].CN(C(ON1N=NC2C=CC=NC1=2)=[N+](C)C)C.F[P-](F)(F)(F)(F)F.CCN(C(C)C)C(C)C.FC(F)(F)C(O)=O.[NH2:55][C@@H:56]([CH2:63][CH3:64])/[CH:57]=[CH:58]/[C:59]([O:61][CH3:62])=[O:60]. The catalyst is C(Cl)Cl.CN(C=O)C.O. The product is [CH2:63]([C@H:56]([NH:55][C:12]([C@@H:9]1[CH2:10][CH2:11][N:8]1[C:6]([O:5][C:2]([CH3:1])([CH3:3])[CH3:4])=[O:7])=[O:14])/[CH:57]=[CH:58]/[C:59]([O:61][CH3:62])=[O:60])[CH3:64]. The yield is 0.990. (5) The reactants are [H-].[Al+3].[Li+].[H-].[H-].[H-].[CH3:7][C:8]1[CH:9]=[N:10][CH:11]=[C:12]([CH3:19])[C:13]=1[C:14](OCC)=[O:15]. The catalyst is C1COCC1. The product is [CH3:7][C:8]1[CH:9]=[N:10][CH:11]=[C:12]([CH3:19])[C:13]=1[CH2:14][OH:15]. The yield is 0.700.